Task: Regression. Given a peptide amino acid sequence and an MHC pseudo amino acid sequence, predict their binding affinity value. This is MHC class II binding data.. Dataset: Peptide-MHC class II binding affinity with 134,281 pairs from IEDB (1) The peptide sequence is ELPGVDPDKDVDIMV. The MHC is DRB1_0301 with pseudo-sequence DRB1_0301. The binding affinity (normalized) is 0.395. (2) The peptide sequence is APAAPANPGLII. The MHC is DRB1_1302 with pseudo-sequence DRB1_1302. The binding affinity (normalized) is 0.403. (3) The peptide sequence is NNALQNLARTISEAG. The MHC is HLA-DPA10201-DPB10101 with pseudo-sequence HLA-DPA10201-DPB10101. The binding affinity (normalized) is 0.0524.